This data is from Forward reaction prediction with 1.9M reactions from USPTO patents (1976-2016). The task is: Predict the product of the given reaction. Given the reactants [CH2:1]([O:3][C:4]([C:6]1[C:15](=[O:16])[N:14]2[C:9]([C:10]([CH3:24])=[C:11]([N:18]3[CH2:22][CH2:21][C@H:20]([OH:23])[CH2:19]3)[C:12]([F:17])=[CH:13]2)=[C:8]([CH:25]2[CH2:27][CH2:26]2)[CH:7]=1)=[O:5])[CH3:2].[C:28]([N:35]1[CH:39]=[CH:38][N:37]=[CH:36]1)(N1C=CN=C1)=[O:29].[C:40]([O-])([O-])=O.[K+].[K+].N1CCNCC1, predict the reaction product. The product is: [CH2:1]([O:3][C:4]([C:6]1[C:15](=[O:16])[N:14]2[C:9]([C:10]([CH3:24])=[C:11]([N:18]3[CH2:22][CH2:21][CH:20]([O:23][C:28]([N:35]4[CH2:39][CH2:38][NH:37][CH2:36][CH2:40]4)=[O:29])[CH2:19]3)[C:12]([F:17])=[CH:13]2)=[C:8]([CH:25]2[CH2:26][CH2:27]2)[CH:7]=1)=[O:5])[CH3:2].